From a dataset of Full USPTO retrosynthesis dataset with 1.9M reactions from patents (1976-2016). Predict the reactants needed to synthesize the given product. (1) Given the product [C:23]1(=[O:24])[N:19]([O:17][CH2:16][CH2:15][N:11]([CH2:10][CH2:9][O:8][Si:1]([C:4]([CH3:7])([CH3:6])[CH3:5])([CH3:3])[CH3:2])[CH2:12][CH2:13][O:14][N:55]2[C:57](=[O:58])[C:48]3=[CH:47][CH:46]=[CH:45][CH:44]=[C:43]3[C:53]2=[O:52])[C:20](=[O:29])[C:21]2=[CH:28][CH:27]=[CH:26][CH:25]=[C:22]12, predict the reactants needed to synthesize it. The reactants are: [Si:1]([O:8][CH2:9][CH2:10][N:11]([CH2:15][CH2:16][OH:17])[CH2:12][CH2:13][OH:14])([C:4]([CH3:7])([CH3:6])[CH3:5])([CH3:3])[CH3:2].O[N:19]1[C:23](=[O:24])[C:22]2=[CH:25][CH:26]=[CH:27][CH:28]=[C:21]2[C:20]1=[O:29].[C:43]1(P([C:43]2[CH:48]=[CH:47][CH:46]=[CH:45][CH:44]=2)[C:43]2[CH:48]=[CH:47][CH:46]=[CH:45][CH:44]=2)[CH:48]=[CH:47][CH:46]=[CH:45][CH:44]=1.C([O:52][C:53]([N+:55]([C:57](OC(C)C)=[O:58])=[N-])=O)(C)C. (2) Given the product [CH3:11][C:12]1[NH:1][C:2]2=[N:3][C:4]([CH3:10])=[CH:5][C:6]([CH3:9])=[C:7]2[N:8]=1, predict the reactants needed to synthesize it. The reactants are: [NH2:1][C:2]1[C:7]([NH2:8])=[C:6]([CH3:9])[CH:5]=[C:4]([CH3:10])[N:3]=1.[C:11](O)(=O)[CH3:12].C(=O)([O-])[O-].[Na+].[Na+].[NH4+]. (3) Given the product [CH3:1][O:2][C:3]1[CH:8]=[C:7]([CH:9]([O:14][C:15]2[CH:16]=[C:17]3[C:21](=[CH:22][CH:23]=2)[N:20]([C:24]2[CH:29]=[CH:28][CH:27]=[CH:26][N:25]=2)[N:19]=[CH:18]3)[CH:10]([NH:13][S:40]([CH:37]2[CH2:39][CH2:38]2)(=[O:42])=[O:41])[CH2:11][CH3:12])[CH:6]=[CH:5][N:4]=1, predict the reactants needed to synthesize it. The reactants are: [CH3:1][O:2][C:3]1[CH:8]=[C:7]([CH:9]([O:14][C:15]2[CH:16]=[C:17]3[C:21](=[CH:22][CH:23]=2)[N:20]([C:24]2[CH:29]=[CH:28][CH:27]=[CH:26][N:25]=2)[N:19]=[CH:18]3)[CH:10]([NH2:13])[CH2:11][CH3:12])[CH:6]=[CH:5][N:4]=1.C(N(CC)CC)C.[CH:37]1([S:40](Cl)(=[O:42])=[O:41])[CH2:39][CH2:38]1.[NH4+].[Cl-]. (4) Given the product [CH3:46][O:45][C:43]1[CH:42]=[C:30]([NH:31][CH:32]([C:33]2[CH:41]=[C:36]3[CH:37]=[CH:38][CH:39]=[CH:40][N:35]3[N:34]=2)[C:8]([C:10]2[C:18]3[C:13](=[CH:14][CH:15]=[CH:16][CH:17]=3)[NH:12][CH:11]=2)=[O:9])[CH:29]=[C:28]([O:27][CH3:26])[CH:44]=1, predict the reactants needed to synthesize it. The reactants are: C(N(CC)CC)C.[CH:8]([C:10]1[C:18]2[C:13](=[CH:14][CH:15]=[CH:16][CH:17]=2)[N:12](C(OC(C)(C)C)=O)[CH:11]=1)=[O:9].[CH3:26][O:27][C:28]1[CH:29]=[C:30]([CH:42]=[C:43]([O:45][CH3:46])[CH:44]=1)[N:31]=[CH:32][C:33]1[CH:41]=[C:36]2[CH:37]=[CH:38][CH:39]=[CH:40][N:35]2[N:34]=1. (5) Given the product [NH2:1][C:2]1[N:7]=[CH:6][N:5]=[C:4]2[N:8]([CH2:25][C@@H:26]3[CH2:30][CH2:29][CH2:28][N:27]3[C:31]([C:32](=[CH:42][C:43]([CH3:46])([N:47]3[CH2:52][CH2:51][CH2:50][CH2:49][CH2:48]3)[CH3:44])[C:33]#[N:34])=[O:35])[N:9]=[C:10]([C:11]3[CH:16]=[CH:15][C:14]([O:17][C:18]4[CH:19]=[CH:20][CH:21]=[CH:22][CH:23]=4)=[CH:13][C:12]=3[F:24])[C:3]=12, predict the reactants needed to synthesize it. The reactants are: [NH2:1][C:2]1[N:7]=[CH:6][N:5]=[C:4]2[N:8]([CH2:25][C@@H:26]3[CH2:30][CH2:29][CH2:28][N:27]3[C:31](=[O:35])[CH2:32][C:33]#[N:34])[N:9]=[C:10]([C:11]3[CH:16]=[CH:15][C:14]([O:17][C:18]4[CH:23]=[CH:22][CH:21]=[CH:20][CH:19]=4)=[CH:13][C:12]=3[F:24])[C:3]=12.N1CCCCC1.[CH3:42][C:43]([N:47]1[CH2:52][CH2:51][CH2:50][CH2:49][CH2:48]1)([CH3:46])[CH:44]=O. (6) Given the product [N:2]1([C:3]([C:5]2[CH:9]=[N:8][N:7]([CH3:10])[C:6]=2[C:11]([OH:13])=[O:12])=[O:4])[CH2:14][CH2:16][CH2:1]1, predict the reactants needed to synthesize it. The reactants are: [CH3:1][N:2]([CH3:14])[C:3]([C:5]1[CH:9]=[N:8][N:7]([CH3:10])[C:6]=1[C:11]([OH:13])=[O:12])=[O:4].N1(C(C2C=NN(C)C=2)=O)CC[CH2:16]1. (7) Given the product [C:3]([OH:5])([C:2]([F:7])([F:6])[F:1])=[O:4].[CH:10]12[CH2:11][CH:12]3[CH2:13][CH:14]([CH2:15][CH:8]([CH2:17]3)[CH:9]1[NH:18][C:19]([CH:21]1[CH2:25][CH2:24][CH2:23][N:22]1[CH2:36][C:37]1[CH:45]=[CH:44][C:40]([C:41]([OH:43])=[O:42])=[CH:39][CH:38]=1)=[O:20])[CH2:16]2, predict the reactants needed to synthesize it. The reactants are: [F:1][C:2]([F:7])([F:6])[C:3]([OH:5])=[O:4].[CH:8]12[CH2:17][CH:12]3[CH2:13][CH:14]([CH2:16][CH:10]([CH2:11]3)[CH:9]1[NH:18][C:19]([CH:21]1[CH2:25][CH2:24][CH2:23][NH:22]1)=[O:20])[CH2:15]2.C(N(CC)C(C)C)(C)C.Br[CH2:36][C:37]1[CH:45]=[CH:44][C:40]([C:41]([OH:43])=[O:42])=[CH:39][CH:38]=1.CS(C)=O. (8) The reactants are: [OH:1][C:2]1[C:11]2[C:6](=[CH:7][C:8]([CH2:12][C:13]3[CH:18]=[CH:17][CH:16]=[CH:15][CH:14]=3)=[CH:9][N:10]=2)[N:5]([CH2:19][C:20]2[CH:25]=[CH:24][C:23]([N+:26]([O-:28])=[O:27])=[CH:22][CH:21]=2)[C:4](=[O:29])[C:3]=1[C:30](OCC)=[O:31].[CH2:35]([NH2:41])[C:36]1[O:40][CH:39]=[CH:38][CH:37]=1. Given the product [O:40]1[CH:39]=[CH:38][CH:37]=[C:36]1[CH2:35][NH:41][C:30]([C:3]1[C:4](=[O:29])[N:5]([CH2:19][C:20]2[CH:21]=[CH:22][C:23]([N+:26]([O-:28])=[O:27])=[CH:24][CH:25]=2)[C:6]2[C:11]([C:2]=1[OH:1])=[N:10][CH:9]=[C:8]([CH2:12][C:13]1[CH:18]=[CH:17][CH:16]=[CH:15][CH:14]=1)[CH:7]=2)=[O:31], predict the reactants needed to synthesize it.